This data is from Full USPTO retrosynthesis dataset with 1.9M reactions from patents (1976-2016). The task is: Predict the reactants needed to synthesize the given product. (1) Given the product [CH3:17][NH:16][C:14]([C:12]1[N:13]=[C:8]([NH:7][S:36]([CH2:35][C:31]2[CH:30]=[C:29]([CH3:28])[CH:34]=[CH:33][CH:32]=2)(=[O:38])=[O:37])[N:9]([CH3:27])[C:10](=[O:26])[C:11]=1[O:18][CH2:19][C:20]1[CH:25]=[CH:24][CH:23]=[CH:22][CH:21]=1)=[O:15], predict the reactants needed to synthesize it. The reactants are: CC(C)([O-])C.[K+].[NH2:7][C:8]1[N:9]([CH3:27])[C:10](=[O:26])[C:11]([O:18][CH2:19][C:20]2[CH:25]=[CH:24][CH:23]=[CH:22][CH:21]=2)=[C:12]([C:14]([NH:16][CH3:17])=[O:15])[N:13]=1.[CH3:28][C:29]1[CH:30]=[C:31]([CH2:35][S:36](Cl)(=[O:38])=[O:37])[CH:32]=[CH:33][CH:34]=1. (2) Given the product [C:3]([O:7][C:8]([N:10]1[CH2:15][CH2:14][CH:13]([C:16](=[O:26])[N:17]([C:18]2[CH:23]=[CH:22][C:21]([Cl:24])=[C:20]([Cl:25])[CH:19]=2)[CH2:28][CH3:29])[CH2:12][CH2:11]1)=[O:9])([CH3:6])([CH3:4])[CH3:5], predict the reactants needed to synthesize it. The reactants are: [H-].[Na+].[C:3]([O:7][C:8]([N:10]1[CH2:15][CH2:14][CH:13]([C:16](=[O:26])[NH:17][C:18]2[CH:23]=[CH:22][C:21]([Cl:24])=[C:20]([Cl:25])[CH:19]=2)[CH2:12][CH2:11]1)=[O:9])([CH3:6])([CH3:5])[CH3:4].Br[CH2:28][CH3:29].